Dataset: Reaction yield outcomes from USPTO patents with 853,638 reactions. Task: Predict the reaction yield, written as a fraction of the theoretical maximum amount of product (1.0 means a 100% yield; for example, 0.34 means a 34% yield). The reactants are [CH2:1]([O:3][C:4](=[O:17])[C:5](Cl)=[N:6][NH:7][C:8]1[CH:13]=[CH:12][C:11]([O:14][CH3:15])=[CH:10][CH:9]=1)[CH3:2].N1([C:24]2[C:25](=[O:43])[N:26]([C:30]3[CH:35]=[CH:34][C:33]([N:36]4[CH2:41][CH2:40][CH2:39][CH2:38][C:37]4=[O:42])=[CH:32][CH:31]=3)[CH2:27][CH2:28][CH:29]=2)CCOCC1.C(N(CC)CC)C.Cl. The catalyst is CCOC(C)=O.O. The product is [CH2:1]([O:3][C:4]([C:5]1[C:39]2[CH2:40][CH2:41][N:36]([C:33]3[CH:32]=[CH:31][C:30]([N:26]4[CH2:27][CH2:28][CH2:29][CH2:24][C:25]4=[O:43])=[CH:35][CH:34]=3)[C:37](=[O:42])[C:38]=2[N:7]([C:8]2[CH:13]=[CH:12][C:11]([O:14][CH3:15])=[CH:10][CH:9]=2)[N:6]=1)=[O:17])[CH3:2]. The yield is 0.670.